Task: Regression. Given a peptide amino acid sequence and an MHC pseudo amino acid sequence, predict their binding affinity value. This is MHC class I binding data.. Dataset: Peptide-MHC class I binding affinity with 185,985 pairs from IEDB/IMGT (1) The peptide sequence is LPIDKCSRII. The MHC is HLA-B51:01 with pseudo-sequence HLA-B51:01. The binding affinity (normalized) is 0.397. (2) The peptide sequence is AYMDRKSFK. The MHC is HLA-B27:05 with pseudo-sequence HLA-B27:05. The binding affinity (normalized) is 0.0847. (3) The peptide sequence is VAPMVGGMM. The MHC is HLA-A26:01 with pseudo-sequence HLA-A26:01. The binding affinity (normalized) is 0.0847. (4) The peptide sequence is FISYNRHNDT. The MHC is HLA-A02:02 with pseudo-sequence HLA-A02:02. The binding affinity (normalized) is 0.184. (5) The peptide sequence is TPIFSDLLKY. The MHC is HLA-B35:01 with pseudo-sequence HLA-B35:01. The binding affinity (normalized) is 0.126. (6) The MHC is HLA-B40:01 with pseudo-sequence HLA-B40:01. The binding affinity (normalized) is 0.0847. The peptide sequence is ALRANSAVK. (7) The peptide sequence is AIYSFRNA. The MHC is H-2-Kb with pseudo-sequence H-2-Kb. The binding affinity (normalized) is 0.695. (8) The peptide sequence is LPAIVREAIK. The MHC is HLA-B35:01 with pseudo-sequence HLA-B35:01. The binding affinity (normalized) is 0.204.